This data is from NCI-60 drug combinations with 297,098 pairs across 59 cell lines. The task is: Regression. Given two drug SMILES strings and cell line genomic features, predict the synergy score measuring deviation from expected non-interaction effect. (1) Drug 1: C1=CC(=CC=C1CC(C(=O)O)N)N(CCCl)CCCl.Cl. Drug 2: CC1=C(C(CCC1)(C)C)C=CC(=CC=CC(=CC(=O)O)C)C. Cell line: SK-MEL-5. Synergy scores: CSS=10.8, Synergy_ZIP=-2.46, Synergy_Bliss=3.06, Synergy_Loewe=-3.13, Synergy_HSA=-1.94. (2) Drug 1: CS(=O)(=O)C1=CC(=C(C=C1)C(=O)NC2=CC(=C(C=C2)Cl)C3=CC=CC=N3)Cl. Drug 2: C1CCC(CC1)NC(=O)N(CCCl)N=O. Cell line: HS 578T. Synergy scores: CSS=17.9, Synergy_ZIP=15.4, Synergy_Bliss=21.0, Synergy_Loewe=8.39, Synergy_HSA=14.8. (3) Drug 1: CN1C2=C(C=C(C=C2)N(CCCl)CCCl)N=C1CCCC(=O)O.Cl. Drug 2: CC(C)(C#N)C1=CC(=CC(=C1)CN2C=NC=N2)C(C)(C)C#N. Cell line: SK-OV-3. Synergy scores: CSS=-1.96, Synergy_ZIP=6.79, Synergy_Bliss=-0.0103, Synergy_Loewe=1.27, Synergy_HSA=-2.00. (4) Drug 1: CS(=O)(=O)C1=CC(=C(C=C1)C(=O)NC2=CC(=C(C=C2)Cl)C3=CC=CC=N3)Cl. Drug 2: CCC1(CC2CC(C3=C(CCN(C2)C1)C4=CC=CC=C4N3)(C5=C(C=C6C(=C5)C78CCN9C7C(C=CC9)(C(C(C8N6C)(C(=O)OC)O)OC(=O)C)CC)OC)C(=O)OC)O.OS(=O)(=O)O. Cell line: SN12C. Synergy scores: CSS=42.1, Synergy_ZIP=17.2, Synergy_Bliss=17.8, Synergy_Loewe=4.53, Synergy_HSA=18.0.